Dataset: Peptide-MHC class I binding affinity with 185,985 pairs from IEDB/IMGT. Task: Regression. Given a peptide amino acid sequence and an MHC pseudo amino acid sequence, predict their binding affinity value. This is MHC class I binding data. (1) The peptide sequence is FLQRTDLSY. The MHC is HLA-B39:01 with pseudo-sequence HLA-B39:01. The binding affinity (normalized) is 0.213. (2) The peptide sequence is LTHIDAHFL. The MHC is Patr-B0101 with pseudo-sequence Patr-B0101. The binding affinity (normalized) is 0.605.